This data is from Full USPTO retrosynthesis dataset with 1.9M reactions from patents (1976-2016). The task is: Predict the reactants needed to synthesize the given product. (1) Given the product [CH3:1][C:2]1[CH:6]=[CH:5][O:4][C:3]=1[C:7]([NH:9][C:10]1[CH:11]=[C:12]([CH:28]=[CH:29][CH:30]=1)[O:13][C:14]1[CH:19]=[CH:18][N:17]=[C:16]([C:20]2[NH:24][CH:23]=[C:22]([C:25]([NH:69][CH:68]([CH2:70][CH2:71][C:72]([O:74][C:75]([CH3:78])([CH3:77])[CH3:76])=[O:73])[C:67]([O:66][CH3:65])=[O:79])=[O:27])[CH:21]=2)[CH:15]=1)=[O:8], predict the reactants needed to synthesize it. The reactants are: [CH3:1][C:2]1[CH:6]=[CH:5][O:4][C:3]=1[C:7]([NH:9][C:10]1[CH:11]=[C:12]([CH:28]=[CH:29][CH:30]=1)[O:13][C:14]1[CH:19]=[CH:18][N:17]=[C:16]([C:20]2[NH:24][CH:23]=[C:22]([C:25]([OH:27])=O)[CH:21]=2)[CH:15]=1)=[O:8].CN(C(ON1N=NC2C=CC=NC1=2)=[N+](C)C)C.F[P-](F)(F)(F)(F)F.C(N(CC)C(C)C)(C)C.Cl.[CH3:65][O:66][C:67](=[O:79])[C@H:68]([CH2:70][CH2:71][C:72]([O:74][C:75]([CH3:78])([CH3:77])[CH3:76])=[O:73])[NH2:69].Cl. (2) The reactants are: CN(C(ON1N=NC2C=CC=NC1=2)=[N+](C)C)C.F[P-](F)(F)(F)(F)F.[NH2:25][CH2:26][C:27]1[C:28]([F:44])=[C:29]([O:34][C:35]2[CH:36]=[C:37]([CH:40]=[C:41]([Cl:43])[CH:42]=2)[C:38]#[N:39])[C:30]([Cl:33])=[CH:31][CH:32]=1.[S:45]1[C:50]2=[C:51]3[C:55](=[CH:56][CH:57]=[C:49]2[O:48][CH2:47][CH2:46]1)[NH:54][C:53]([C:58](O)=[O:59])=[CH:52]3.CCN(C(C)C)C(C)C. Given the product [Cl:33][C:30]1[CH:31]=[CH:32][C:27]([CH2:26][NH:25][C:58]([C:53]2[NH:54][C:55]3[C:51]([CH:52]=2)=[C:50]2[S:45][CH2:46][CH2:47][O:48][C:49]2=[CH:57][CH:56]=3)=[O:59])=[C:28]([F:44])[C:29]=1[O:34][C:35]1[CH:36]=[C:37]([C:38]#[N:39])[CH:40]=[C:41]([Cl:43])[CH:42]=1, predict the reactants needed to synthesize it. (3) Given the product [F:36][C:25]1([F:24])[O:29][C:28]2[CH:30]=[CH:31][C:32]([CH2:34][NH:1][CH2:2][C@@H:3]3[C@@H:11]([C@@:12]4([CH3:21])[CH2:17][CH2:16][C@H:15]([OH:18])[CH2:14][C@@H:13]4[CH2:19][OH:20])[CH2:10][CH2:9][C@@:8]4([CH3:22])[C@H:4]3[CH2:5][CH2:6][C:7]4=[CH2:23])=[CH:33][C:27]=2[O:26]1, predict the reactants needed to synthesize it. The reactants are: [NH2:1][CH2:2][C@@H:3]1[C@@H:11]([C@@:12]2([CH3:21])[CH2:17][CH2:16][C@H:15]([OH:18])[CH2:14][C@@H:13]2[CH2:19][OH:20])[CH2:10][CH2:9][C@@:8]2([CH3:22])[C@H:4]1[CH2:5][CH2:6][C:7]2=[CH2:23].[F:24][C:25]1([F:36])[O:29][C:28]2[CH:30]=[CH:31][C:32]([CH:34]=O)=[CH:33][C:27]=2[O:26]1.[BH4-].[Na+]. (4) Given the product [F:26][C:2]1([F:1])[O:6][C:5]2[CH:7]=[CH:8][C:9]([N:11]3[CH2:24][CH2:23][C:13]4([CH2:14][CH2:15][C:16](=[O:17])[CH2:21][CH2:22]4)[C:12]3=[O:25])=[CH:10][C:4]=2[O:3]1, predict the reactants needed to synthesize it. The reactants are: [F:1][C:2]1([F:26])[O:6][C:5]2[CH:7]=[CH:8][C:9]([N:11]3[CH2:24][CH2:23][C:13]4([CH2:22][CH2:21][C:16]5(OCC[O:17]5)[CH2:15][CH2:14]4)[C:12]3=[O:25])=[CH:10][C:4]=2[O:3]1.Cl. (5) Given the product [Cl:1][C:2]1[C:3]([C:9]2[C:10](=[O:11])[NH:26][N:27]=[C:12]([CH3:22])[C:13]=2[C:14]2[CH:19]=[CH:18][C:17]([S:20][CH3:21])=[CH:16][N:15]=2)=[N:4][CH:5]=[C:6]([Cl:8])[CH:7]=1, predict the reactants needed to synthesize it. The reactants are: [Cl:1][C:2]1[C:3]([C:9]2[C:10](=O)[O:11][C:12](O)([CH3:22])[C:13]=2[C:14]2[CH:19]=[CH:18][C:17]([S:20][CH3:21])=[CH:16][N:15]=2)=[N:4][CH:5]=[C:6]([Cl:8])[CH:7]=1.O.[NH2:26][NH2:27]. (6) Given the product [CH:1]1([N:7]2[C:15]3[CH:14]=[CH:13][N:12]=[C:11]([O:17][CH3:18])[C:10]=3[C:9](=[O:19])[NH:8]2)[CH2:6][CH2:5][CH2:4][CH2:3][CH2:2]1, predict the reactants needed to synthesize it. The reactants are: [CH:1]1([NH:7][NH:8][C:9](=[O:19])[C:10]2[C:15](I)=[CH:14][CH:13]=[N:12][C:11]=2[O:17][CH3:18])[CH2:6][CH2:5][CH2:4][CH2:3][CH2:2]1.N1CCC[C@H]1C(O)=O.C(=O)([O-])[O-].[K+].[K+].O. (7) Given the product [CH3:15][N:16]([CH2:1][C:3]1[N:11]2[C:6]([CH:7]=[CH:8][CH:9]=[C:10]2[CH3:12])=[C:5]([C:13]#[N:14])[CH:4]=1)[CH3:17], predict the reactants needed to synthesize it. The reactants are: [CH:1]([C:3]1[N:11]2[C:6]([CH:7]=[CH:8][CH:9]=[C:10]2[CH3:12])=[C:5]([C:13]#[N:14])[CH:4]=1)=O.[CH3:15][NH:16][CH3:17].[BH-](OC(C)=O)(OC(C)=O)OC(C)=O.[Na+]. (8) The reactants are: [C:1]([O:5][C:6](=[O:45])[CH2:7][CH2:8][CH2:9][CH2:10][N:11]1[C:17]2[CH:18]=[CH:19][C:20]([I:22])=[CH:21][C:16]=2[C:15](=[O:23])[N:14]([C@@H:24]([C:26]2[CH:31]=[CH:30][C:29]([Cl:32])=[CH:28][CH:27]=2)[CH3:25])[C@@H:13]([C:33]2[CH:38]=[CH:37][C:36]([Cl:39])=[CH:35][C:34]=2[O:40]CC=C)[C:12]1=[O:44])([CH3:4])([CH3:3])[CH3:2].[BH4-].[Na+].CO. Given the product [C:1]([O:5][C:6](=[O:45])[CH2:7][CH2:8][CH2:9][CH2:10][N:11]1[C:17]2[CH:18]=[CH:19][C:20]([I:22])=[CH:21][C:16]=2[C:15](=[O:23])[N:14]([C@@H:24]([C:26]2[CH:31]=[CH:30][C:29]([Cl:32])=[CH:28][CH:27]=2)[CH3:25])[C@@H:13]([C:33]2[CH:38]=[CH:37][C:36]([Cl:39])=[CH:35][C:34]=2[OH:40])[C:12]1=[O:44])([CH3:2])([CH3:3])[CH3:4], predict the reactants needed to synthesize it.